From a dataset of Catalyst prediction with 721,799 reactions and 888 catalyst types from USPTO. Predict which catalyst facilitates the given reaction. Reactant: C(OC([N:11]1[C:15]2[CH:16]=[N:17][CH:18]=[C:19]([O:20][CH:21]3[CH2:26][CH2:25][N:24]([CH2:27][CH3:28])[CH2:23][CH2:22]3)[C:14]=2[C:13]2[CH:29]=[C:30](Br)[CH:31]=[N:32][C:12]1=2)=O)C1C=CC=CC=1.C(N(CC)CC)C. Product: [CH2:27]([N:24]1[CH2:25][CH2:26][CH:21]([O:20][C:19]2[C:14]3[C:13]4[CH:29]=[CH:30][CH:31]=[N:32][C:12]=4[NH:11][C:15]=3[CH:16]=[N:17][CH:18]=2)[CH2:22][CH2:23]1)[CH3:28]. The catalyst class is: 354.